From a dataset of CYP2C19 inhibition data for predicting drug metabolism from PubChem BioAssay. Regression/Classification. Given a drug SMILES string, predict its absorption, distribution, metabolism, or excretion properties. Task type varies by dataset: regression for continuous measurements (e.g., permeability, clearance, half-life) or binary classification for categorical outcomes (e.g., BBB penetration, CYP inhibition). Dataset: cyp2c19_veith. (1) The compound is COc1cccc2c1C(=O)c1c(O)c3c(c(O)c1C2=O)C[C@@](O)(C(C)=O)C[C@@H]3O[C@H]1C[C@H](N)[C@H](O)[C@H](C)O1. The result is 0 (non-inhibitor). (2) The molecule is CC(C)OC(=O)c1cccc(C(=O)Oc2ccc(Br)cc2)n1. The result is 0 (non-inhibitor). (3) The drug is O=C(Nc1cccc(F)c1)N1CCC2(CC1)CCN(C(=O)c1csnn1)CC2. The result is 0 (non-inhibitor). (4) The molecule is NC(=O)N[C@H](CC(=O)O)C(=O)O. The result is 0 (non-inhibitor).